This data is from Reaction yield outcomes from USPTO patents with 853,638 reactions. The task is: Predict the reaction yield, written as a fraction of the theoretical maximum amount of product (1.0 means a 100% yield; for example, 0.34 means a 34% yield). (1) The reactants are Br[C:2]1[CH:3]=[CH:4][C:5]([N+:31]([O-])=O)=[C:6]2[C:11]=1[NH:10][CH:9]=[C:8]([C:12]([NH:14][C:15]1[CH:20]=[C:19]([OH:21])[C:18]([C:22]([CH3:25])([CH3:24])[CH3:23])=[CH:17][C:16]=1[C:26]([CH3:29])([CH3:28])[CH3:27])=[O:13])[C:7]2=[O:30].Cl. The catalyst is [Pd].CCOC(C)=O. The product is [NH2:31][C:5]1[CH:4]=[CH:3][CH:2]=[C:11]2[C:6]=1[C:7](=[O:30])[C:8]([C:12]([NH:14][C:15]1[CH:20]=[C:19]([OH:21])[C:18]([C:22]([CH3:23])([CH3:24])[CH3:25])=[CH:17][C:16]=1[C:26]([CH3:29])([CH3:28])[CH3:27])=[O:13])=[CH:9][NH:10]2. The yield is 0.480. (2) The product is [Br:2][CH2:13][C:10]1[CH:11]=[CH:12][C:7]([O:6][CH3:5])=[C:8]([N+:15]([O-:17])=[O:16])[CH:9]=1. The reactants are P(Br)(Br)[Br:2].[CH3:5][O:6][C:7]1[CH:12]=[CH:11][C:10]([CH2:13]O)=[CH:9][C:8]=1[N+:15]([O-:17])=[O:16]. The yield is 0.510. The catalyst is CCOCC. (3) The reactants are [C:1]([NH:4][C:5]1[S:20][C:8]2[CH2:9][N:10]([C:13]([O:15][C:16]([CH3:19])([CH3:18])[CH3:17])=[O:14])[CH2:11][CH2:12][C:7]=2[CH:6]=1)(=[O:3])[CH3:2].[I:21]N1C(=O)CCC1=O. The catalyst is C(Cl)(Cl)(Cl)Cl.ClCCl.C(OOC(=O)C1C=CC=CC=1)(=O)C1C=CC=CC=1. The product is [C:1]([NH:4][C:5]1[S:20][C:8]2[CH2:9][N:10]([C:13]([O:15][C:16]([CH3:19])([CH3:18])[CH3:17])=[O:14])[CH2:11][CH2:12][C:7]=2[C:6]=1[I:21])(=[O:3])[CH3:2]. The yield is 0.490.